Dataset: Reaction yield outcomes from USPTO patents with 853,638 reactions. Task: Predict the reaction yield, written as a fraction of the theoretical maximum amount of product (1.0 means a 100% yield; for example, 0.34 means a 34% yield). (1) The reactants are Br[C:2]1[CH:3]=[C:4]([N:8]([CH2:16][C:17]2[CH:22]=[CH:21][CH:20]=[C:19]([O:23][C:24]([F:27])([F:26])[F:25])[CH:18]=2)[CH2:9][CH:10]([OH:15])[C:11]([F:14])([F:13])[F:12])[CH:5]=[CH:6][CH:7]=1.[OH:28][C:29]1[CH:30]=[CH:31][C:32]([CH3:35])=[N:33][CH:34]=1.C([O-])([O-])=O.[Cs+].[Cs+]. The catalyst is CC(N(C)C)=O. The product is [CH3:35][C:32]1[CH:31]=[CH:30][C:29]([O:28][C:2]2[CH:3]=[C:4]([N:8]([CH2:16][C:17]3[CH:22]=[CH:21][CH:20]=[C:19]([O:23][C:24]([F:27])([F:26])[F:25])[CH:18]=3)[CH2:9][CH:10]([OH:15])[C:11]([F:14])([F:13])[F:12])[CH:5]=[CH:6][CH:7]=2)=[CH:34][N:33]=1. The yield is 0.610. (2) The reactants are Br[C:2]1[CH:3]=[C:4]([N:22]([CH:24]2[CH2:28][CH2:27][CH2:26][CH2:25]2)[CH3:23])[C:5]([CH3:21])=[C:6]([CH:20]=1)[C:7]([NH:9][CH2:10][C:11]1[C:12](=[O:19])[NH:13][C:14]([CH3:18])=[CH:15][C:16]=1[CH3:17])=[O:8].[CH:29]([C:31]1[CH:36]=[CH:35][C:34](B(O)O)=[CH:33][CH:32]=1)=[O:30].C([O-])([O-])=O.[Na+].[Na+].C(Cl)Cl. The catalyst is O1CCOCC1.C1C=CC([P]([Pd]([P](C2C=CC=CC=2)(C2C=CC=CC=2)C2C=CC=CC=2)([P](C2C=CC=CC=2)(C2C=CC=CC=2)C2C=CC=CC=2)[P](C2C=CC=CC=2)(C2C=CC=CC=2)C2C=CC=CC=2)(C2C=CC=CC=2)C2C=CC=CC=2)=CC=1. The product is [CH:24]1([N:22]([CH3:23])[C:4]2[C:5]([CH3:21])=[C:6]([C:7]([NH:9][CH2:10][C:11]3[C:12](=[O:19])[NH:13][C:14]([CH3:18])=[CH:15][C:16]=3[CH3:17])=[O:8])[CH:20]=[C:2]([C:34]3[CH:35]=[CH:36][C:31]([CH:29]=[O:30])=[CH:32][CH:33]=3)[CH:3]=2)[CH2:28][CH2:27][CH2:26][CH2:25]1. The yield is 0.440.